Dataset: Retrosynthesis with 50K atom-mapped reactions and 10 reaction types from USPTO. Task: Predict the reactants needed to synthesize the given product. Given the product Fc1cc(N2CCN(CCCC3CCCC3)CC2)ccc1OCc1ccccc1, predict the reactants needed to synthesize it. The reactants are: CS(=O)(=O)OCCCC1CCCC1.Fc1cc(N2CCNCC2)ccc1OCc1ccccc1.